Task: Predict the reactants needed to synthesize the given product.. Dataset: Full USPTO retrosynthesis dataset with 1.9M reactions from patents (1976-2016) (1) Given the product [N:2]1[CH:7]=[CH:6][CH:5]=[C:4]([NH:8][C:9]([C:11]2[CH:12]=[CH:13][C:14]3[NH:15][C:16]4[CH:17]([NH:24][C:31](=[O:33])[CH3:32])[CH2:18][CH2:19][CH2:20][C:21]=4[C:22]=3[CH:23]=2)=[O:10])[CH:3]=1, predict the reactants needed to synthesize it. The reactants are: Cl.[N:2]1[CH:7]=[CH:6][CH:5]=[C:4]([NH:8][C:9]([C:11]2[CH:12]=[CH:13][C:14]3[NH:15][C:16]4[CH:17]([NH2:24])[CH2:18][CH2:19][CH2:20][C:21]=4[C:22]=3[CH:23]=2)=[O:10])[CH:3]=1.N1C=CC=CC=1.[C:31](Cl)(=[O:33])[CH3:32]. (2) The reactants are: Br[C:2]1[C:3]([CH3:32])=[C:4]([C:22]2[CH:27]=[CH:26][CH:25]=[C:24]([C:28]([F:31])([F:30])[F:29])[CH:23]=2)[C:5]2[N:6]([N:8]=[C:9]([CH2:11][C:12]3[CH:17]=[CH:16][C:15]([S:18]([CH3:21])(=[O:20])=[O:19])=[CH:14][CH:13]=3)[N:10]=2)[CH:7]=1.C([Sn](CCCC)(CCCC)[C:38]1[N:42]([C:43]2[CH:50]=[CH:49][C:46]([C:47]#[N:48])=[CH:45][CH:44]=2)[N:41]=[CH:40][CH:39]=1)CCC. Given the product [CH3:21][S:18]([C:15]1[CH:16]=[CH:17][C:12]([CH2:11][C:9]2[N:10]=[C:5]3[C:4]([C:22]4[CH:27]=[CH:26][CH:25]=[C:24]([C:28]([F:30])([F:31])[F:29])[CH:23]=4)=[C:3]([CH3:32])[C:2]([C:38]4[N:42]([C:43]5[CH:50]=[CH:49][C:46]([C:47]#[N:48])=[CH:45][CH:44]=5)[N:41]=[CH:40][CH:39]=4)=[CH:7][N:6]3[N:8]=2)=[CH:13][CH:14]=1)(=[O:20])=[O:19], predict the reactants needed to synthesize it. (3) Given the product [CH3:14][O:15][C:16]1[C:17]([CH3:26])=[C:18]([CH:25]=[CH:6][N:1]2[CH2:5][CH2:4][CH2:3][CH2:2]2)[C:19]([N+:22]([O-:24])=[O:23])=[CH:20][CH:21]=1, predict the reactants needed to synthesize it. The reactants are: [NH:1]1[CH2:5][CH2:4][CH2:3][CH2:2]1.[CH3:6]N(C(OC)OC)C.[CH3:14][O:15][C:16]1[CH:21]=[CH:20][C:19]([N+:22]([O-:24])=[O:23])=[C:18]([CH3:25])[C:17]=1[CH3:26]. (4) Given the product [NH2:2][CH2:3][CH2:4][O:5][C:6]1[C:15]2[C:10](=[CH:11][C:12]([F:16])=[CH:13][CH:14]=2)[C:9](=[O:17])[NH:8][C:7]=1[C:18]1[CH:23]=[CH:22][C:21]([N:24]2[CH2:25][CH2:26][CH2:27][CH2:28]2)=[C:20]([Br:29])[CH:19]=1, predict the reactants needed to synthesize it. The reactants are: Cl.[NH2:2][CH2:3][CH2:4][O:5][C:6]1[C:15]2[C:10](=[CH:11][C:12]([F:16])=[CH:13][CH:14]=2)[C:9](=[O:17])[NH:8][C:7]=1[C:18]1[CH:23]=[CH:22][C:21]([N:24]2[CH2:28][CH2:27][CH2:26][CH2:25]2)=[CH:20][CH:19]=1.[BrH:29].[NH+]1C=CC=CC=1. (5) Given the product [NH2:12][C:13]1[N:18]([CH2:19][C:20]2[CH:21]=[C:22]([NH:26][C:5](=[O:7])[CH3:6])[CH:23]=[CH:24][CH:25]=2)[C:17](=[O:27])[N:16]([CH3:28])[C:15](=[O:29])[CH:14]=1, predict the reactants needed to synthesize it. The reactants are: C(O[C:5](=[O:7])[CH3:6])(=O)C.C(O)(=O)C.[NH2:12][C:13]1[N:18]([CH2:19][C:20]2[CH:25]=[CH:24][CH:23]=[C:22]([NH2:26])[CH:21]=2)[C:17](=[O:27])[N:16]([CH3:28])[C:15](=[O:29])[CH:14]=1.